Dataset: Forward reaction prediction with 1.9M reactions from USPTO patents (1976-2016). Task: Predict the product of the given reaction. Given the reactants [CH3:1][Si]([N-][Si](C)(C)C)(C)C.[K+].[C:11]([O:15][C:16]([N:18]1[CH2:23][CH2:22][C:21](=O)[CH2:20][C@@H:19]1[C:25]([O:27][CH3:28])=[O:26])=[O:17])([CH3:14])([CH3:13])[CH3:12].[NH4+].[Cl-], predict the reaction product. The product is: [C:11]([O:15][C:16]([N:18]1[CH2:23][CH2:22][C:21](=[CH2:1])[CH2:20][C@@H:19]1[C:25]([O:27][CH3:28])=[O:26])=[O:17])([CH3:14])([CH3:13])[CH3:12].